From a dataset of Forward reaction prediction with 1.9M reactions from USPTO patents (1976-2016). Predict the product of the given reaction. (1) The product is: [CH2:1]([O:3][C:4]([N:6]1[C:15]2[C:10](=[CH:11][C:12]([C:16]([F:17])([F:18])[F:19])=[CH:13][CH:14]=2)[CH:9]([CH:20]([C:25]2[CH:26]=[C:27]([C:35]([F:36])([F:37])[F:38])[CH:28]=[C:29]([C:31]([F:33])([F:32])[F:34])[CH:30]=2)[C:21]([OH:23])=[O:22])[CH2:8][CH:7]1[CH2:39][CH3:40])=[O:5])[CH3:2]. Given the reactants [CH2:1]([O:3][C:4]([N:6]1[C:15]2[C:10](=[CH:11][C:12]([C:16]([F:19])([F:18])[F:17])=[CH:13][CH:14]=2)[CH:9]([CH:20]([C:25]2[CH:30]=[C:29]([C:31]([F:34])([F:33])[F:32])[CH:28]=[C:27]([C:35]([F:38])([F:37])[F:36])[CH:26]=2)[C:21]([O:23]C)=[O:22])[CH2:8][CH:7]1[CH2:39][CH3:40])=[O:5])[CH3:2].[OH-].[Na+].Cl, predict the reaction product. (2) Given the reactants C1COCC1.[CH2:6]([N:9]([CH2:32][CH2:33][CH3:34])[CH2:10][CH2:11][CH2:12][CH2:13][N:14]1[CH2:22][C:21]2[C:16](=[CH:17][CH:18]=[C:19]([CH2:23][NH:24][CH2:25][C:26]3[NH:27][CH:28]=[CH:29][N:30]=3)[CH:20]=2)[C:15]1=O)[CH2:7][CH3:8], predict the reaction product. The product is: [NH:27]1[CH:28]=[CH:29][N:30]=[C:26]1[CH2:25][NH:24][CH2:23][C:19]1[CH:20]=[C:21]2[C:16](=[CH:17][CH:18]=1)[CH2:15][N:14]([CH2:13][CH2:12][CH2:11][CH2:10][N:9]([CH2:6][CH2:7][CH3:8])[CH2:32][CH2:33][CH3:34])[CH2:22]2. (3) Given the reactants CC(C)([O-:4])C.[K+].[CH3:7][N:8]([CH3:24])[S:9]([NH:12][C:13](=[O:23])[C:14]1[CH:19]=[C:18]([F:20])[C:17](F)=[CH:16][C:15]=1[F:22])(=[O:11])=[O:10], predict the reaction product. The product is: [CH3:7][N:8]([CH3:24])[S:9]([NH:12][C:13](=[O:23])[C:14]1[CH:19]=[C:18]([F:20])[C:17]([OH:4])=[CH:16][C:15]=1[F:22])(=[O:11])=[O:10]. (4) Given the reactants [C:1]1([CH3:11])[CH:6]=CC(S(Cl)(=O)=O)=C[CH:2]=1.[Br:12][C:13]1[CH:14]=[CH:15][C:16]([C:19]([OH:21])=[O:20])=[N:17][CH:18]=1.N1C=CC=CC=1.C(=O)([O-])O.[Na+], predict the reaction product. The product is: [C:1]([O:20][C:19]([C:16]1[CH:15]=[CH:14][C:13]([Br:12])=[CH:18][N:17]=1)=[O:21])([CH3:11])([CH3:6])[CH3:2].